This data is from hERG potassium channel inhibition data for cardiac toxicity prediction from Karim et al.. The task is: Regression/Classification. Given a drug SMILES string, predict its toxicity properties. Task type varies by dataset: regression for continuous values (e.g., LD50, hERG inhibition percentage) or binary classification for toxic/non-toxic outcomes (e.g., AMES mutagenicity, cardiotoxicity, hepatotoxicity). Dataset: herg_karim. (1) The compound is COc1c(N2CC[C@@](C)([C@@H](N)CC#N)C2)ccc2c(=O)c(C(=O)O)cn(C3CC3)c12. The result is 0 (non-blocker). (2) The drug is NC1=NC2(CO1)c1cc(-c3cncc(F)c3)ccc1OC1(CCC1)C21COC1. The result is 0 (non-blocker). (3) The molecule is CN(CCN1CCN(c2cccc(C(F)(F)F)c2)C1=O)CC12CCC(CC1)C2(C)C. The result is 1 (blocker). (4) The compound is COc1cc(Nc2nc3ccccc3nc2NS(=O)(=O)c2ccc(NC(=O)c3ccc(C)c(OC)c3)cc2)cc(OC)c1. The result is 0 (non-blocker). (5) The molecule is c1ccc(CN2CCN(Cc3nnc(-c4ccccc4)o3)CC2)cc1. The result is 0 (non-blocker). (6) The result is 1 (blocker). The molecule is CC[N+](CC)CCOc1ccc(/C(=C(/Cl)c2ccccc2)c2ccccc2)cc1.